Dataset: NCI-60 drug combinations with 297,098 pairs across 59 cell lines. Task: Regression. Given two drug SMILES strings and cell line genomic features, predict the synergy score measuring deviation from expected non-interaction effect. Cell line: MDA-MB-435. Drug 1: CC(CN1CC(=O)NC(=O)C1)N2CC(=O)NC(=O)C2. Drug 2: C1CCC(C(C1)N)N.C(=O)(C(=O)[O-])[O-].[Pt+4]. Synergy scores: CSS=4.09, Synergy_ZIP=-4.77, Synergy_Bliss=-4.43, Synergy_Loewe=-10.0, Synergy_HSA=-4.43.